Dataset: Forward reaction prediction with 1.9M reactions from USPTO patents (1976-2016). Task: Predict the product of the given reaction. (1) Given the reactants [N+:1]([C:4]1[CH:5]=[CH:6][C:7]([N:14]2[CH2:18][CH2:17][CH2:16][CH2:15]2)=[C:8]([NH:10]C(=O)C)[CH:9]=1)([O-:3])=[O:2].Cl.[OH-].[Na+], predict the reaction product. The product is: [N+:1]([C:4]1[CH:5]=[CH:6][C:7]([N:14]2[CH2:18][CH2:17][CH2:16][CH2:15]2)=[C:8]([CH:9]=1)[NH2:10])([O-:3])=[O:2]. (2) Given the reactants C([O:8][C@@H:9]1[C@@H:15]([O:16]CC2C=CC=CC=2)[C@H:14]([O:24]CC2C=CC=CC=2)[C@@H:13]([CH2:32][O:33]CC2C=CC=CC=2)[O:12][C@@:10]1([C:41]1[CH:46]=[CH:45][C:44]([CH3:47])=[C:43]([CH2:48][C:49]2[CH:54]=[CH:53][C:52]([C:55]#[C:56][Si:57]([CH3:60])([CH3:59])[CH3:58])=[CH:51][CH:50]=2)[CH:42]=1)[OH:11])C1C=CC=CC=1, predict the reaction product. The product is: [OH:11][C@:10]1([C:41]2[CH:46]=[CH:45][C:44]([CH3:47])=[C:43]([CH2:48][C:49]3[CH:50]=[CH:51][C:52]([CH2:55][CH2:56][Si:57]([CH3:60])([CH3:58])[CH3:59])=[CH:53][CH:54]=3)[CH:42]=2)[O:12][C@H:13]([CH2:32][OH:33])[C@@H:14]([OH:24])[C@H:15]([OH:16])[C@H:9]1[OH:8]. (3) The product is: [NH2:39][C:5]1[CH:4]=[CH:3][C:2]([F:1])=[CH:7][C:6]=1[NH:8][C:9]1[C:17]2[O:16][CH2:15][CH:14]([N:18]([C:33](=[O:38])[C:34]([F:36])([F:37])[F:35])[C:19]3[CH:32]=[CH:31][C:22]4[C@H:23]([CH2:26][C:27]([O:29][CH3:30])=[O:28])[CH2:24][O:25][C:21]=4[CH:20]=3)[C:13]=2[CH:12]=[CH:11][CH:10]=1. Given the reactants [F:1][C:2]1[CH:3]=[CH:4][C:5]([N+:39]([O-])=O)=[C:6]([NH:8][C:9]2[C:17]3[O:16][CH2:15][CH:14]([N:18]([C:33](=[O:38])[C:34]([F:37])([F:36])[F:35])[C:19]4[CH:32]=[CH:31][C:22]5[C@H:23]([CH2:26][C:27]([O:29][CH3:30])=[O:28])[CH2:24][O:25][C:21]=5[CH:20]=4)[C:13]=3[CH:12]=[CH:11][CH:10]=2)[CH:7]=1, predict the reaction product. (4) Given the reactants [CH:1]([C:3]1[C:4]([OH:13])=[N:5][C:6]2[C:11]([CH:12]=1)=[CH:10][CH:9]=[CH:8][CH:7]=2)=O.Cl.[NH:15]1[CH2:20][CH2:19][C:18]2([C:28]3[C:23](=[CH:24][CH:25]=[CH:26][CH:27]=3)[CH2:22][CH2:21]2)[CH2:17][CH2:16]1.C(O)(=O)C.C(O[BH-](OC(=O)C)OC(=O)C)(=O)C.[Na+], predict the reaction product. The product is: [O:13]=[C:4]1[C:3]([CH2:1][N:15]2[CH2:20][CH2:19][C:18]3([C:28]4[C:23](=[CH:24][CH:25]=[CH:26][CH:27]=4)[CH2:22][CH2:21]3)[CH2:17][CH2:16]2)=[CH:12][C:11]2[C:6](=[CH:7][CH:8]=[CH:9][CH:10]=2)[NH:5]1. (5) Given the reactants C(N(CC)CC)C.[CH3:8][C:9]1[CH:10]=[C:11]2[N:16]([CH:17]=1)[CH:15]=[CH:14][CH:13]=[CH:12]2.[N+:18]([C:21]1[CH:29]=[CH:28][C:24]([C:25](Cl)=[O:26])=[CH:23][CH:22]=1)([O-:20])=[O:19].C(=O)([O-])O.[Na+], predict the reaction product. The product is: [CH3:8][C:9]1[CH:10]=[C:11]2[N:16]([C:17]=1[C:25]([C:24]1[CH:23]=[CH:22][C:21]([N+:18]([O-:20])=[O:19])=[CH:29][CH:28]=1)=[O:26])[CH:15]=[CH:14][CH:13]=[CH:12]2. (6) The product is: [Cl:29][C:12]1[C:11]2[C:16](=[CH:17][CH:8]=[C:9]([O:19][CH3:20])[CH:10]=2)[N:15]=[CH:14][N:13]=1. Given the reactants C(O[C@H](CN1CCCC1)CO[C:8]1[CH:17]=[C:16]2[C:11]([C:12](=O)[NH:13][CH:14]=[N:15]2)=[CH:10][C:9]=1[O:19][CH3:20])(=O)C.S(Cl)([Cl:29])=O, predict the reaction product. (7) Given the reactants [CH3:1][O:2][C:3]1[CH:11]=[CH:10][C:6]2=[N:7][S:8][N:9]=[C:5]2[CH:4]=1.[Cl:12][S:13](O)(=[O:15])=[O:14], predict the reaction product. The product is: [CH3:1][O:2][C:3]1[CH:11]=[CH:10][C:6]2[C:5]([C:4]=1[S:13]([Cl:12])(=[O:15])=[O:14])=[N:9][S:8][N:7]=2. (8) Given the reactants [CH3:1][C@@H:2]1[CH2:6][S:5](=[O:8])(=[O:7])[NH:4][CH2:3]1.I[C:10]1[CH:15]=[CH:14][C:13]([C:16]([N:18]2[CH2:23][CH2:22][N:21]([C:24]3[C:29]([CH3:30])=[CH:28][C:27]([CH3:31])=[C:26]([CH3:32])[N:25]=3)[CH2:20][CH2:19]2)=[O:17])=[CH:12][CH:11]=1, predict the reaction product. The product is: [CH3:1][C@@H:2]1[CH2:6][S:5](=[O:8])(=[O:7])[N:4]([C:10]2[CH:15]=[CH:14][C:13]([C:16]([N:18]3[CH2:23][CH2:22][N:21]([C:24]4[C:29]([CH3:30])=[CH:28][C:27]([CH3:31])=[C:26]([CH3:32])[N:25]=4)[CH2:20][CH2:19]3)=[O:17])=[CH:12][CH:11]=2)[CH2:3]1.